Dataset: Reaction yield outcomes from USPTO patents with 853,638 reactions. Task: Predict the reaction yield, written as a fraction of the theoretical maximum amount of product (1.0 means a 100% yield; for example, 0.34 means a 34% yield). (1) The reactants are [Cl:1][C:2]1[CH:3]=[C:4]([C:18]2[CH:23]=[CH:22][C:21]([C:24]([N:26]3[CH2:31][CH2:30][CH:29]([C:32]([F:35])([F:34])[F:33])[CH2:28][CH2:27]3)=[O:25])=[CH:20][CH:19]=2)[CH:5]=[C:6]([Cl:17])[C:7]=1[CH2:8][C@@H:9]1[CH2:13][C@@H:12](CO)[O:11][C:10]1=[O:16].[OH-].[Na+].CC[O:40]C(C)=O.CCCCCCC.I(O)(=O)(=O)=O. The catalyst is C1COCC1.O.Cl. The product is [Cl:1][C:2]1[CH:3]=[C:4]([C:18]2[CH:19]=[CH:20][C:21]([C:24]([N:26]3[CH2:27][CH2:28][CH:29]([C:32]([F:34])([F:35])[F:33])[CH2:30][CH2:31]3)=[O:25])=[CH:22][CH:23]=2)[CH:5]=[C:6]([Cl:17])[C:7]=1[CH2:8][C@@H:9]1[CH2:13][CH:12]([OH:40])[O:11][C:10]1=[O:16]. The yield is 0.680. (2) The reactants are C(O[C:4](=[O:34])[CH2:5][C:6]1[CH:11]=[CH:10][C:9]([NH:12][C:13]2[CH:18]=[C:17]([C:19]3[N:20](C(OC(C)(C)C)=O)[CH:21]=[CH:22][CH:23]=3)[N:16]=[C:15]3[CH2:31][CH2:32][CH2:33][C:14]=23)=[CH:8][CH:7]=1)C.[NH3:35]. The catalyst is CO. The product is [NH:20]1[CH:21]=[CH:22][CH:23]=[C:19]1[C:17]1[N:16]=[C:15]2[CH2:31][CH2:32][CH2:33][C:14]2=[C:13]([NH:12][C:9]2[CH:8]=[CH:7][C:6]([CH2:5][C:4]([NH2:35])=[O:34])=[CH:11][CH:10]=2)[CH:18]=1. The yield is 0.380. (3) The reactants are [NH2:1][C:2]1[C:3]2[C:10]([C:11]3[CH:16]=[CH:15][C:14]([O:17][C:18]4[CH:23]=[CH:22][CH:21]=[CH:20][CH:19]=4)=[CH:13][CH:12]=3)=[CH:9][N:8]([C@@H:24]3[CH2:29][CH2:28][CH2:27][N:26](C(OC(C)(C)C)=O)[CH2:25]3)[C:4]=2[N:5]=[CH:6][N:7]=1.C(O)(C(F)(F)F)=O. The catalyst is C(Cl)Cl. The product is [O:17]([C:14]1[CH:13]=[CH:12][C:11]([C:10]2[C:3]3[C:2]([NH2:1])=[N:7][CH:6]=[N:5][C:4]=3[N:8]([C@@H:24]3[CH2:29][CH2:28][CH2:27][NH:26][CH2:25]3)[CH:9]=2)=[CH:16][CH:15]=1)[C:18]1[CH:23]=[CH:22][CH:21]=[CH:20][CH:19]=1. The yield is 0.830. (4) The reactants are [C:1]([C:3]1[CH:8]=[CH:7][C:6]([N:9]2[CH2:14][CH2:13][CH2:12][C@H:11]([NH:15][C@@H:16]3[CH2:21][CH2:20][CH2:19][CH2:18][C@H:17]3[NH:22][C:23]3[CH:28]=[C:27](/[CH:29]=[CH:30]\[C:31]([O:33]C(C)(C)C)=[O:32])[CH:26]=[CH:25][N:24]=3)[CH2:10]2)=[CH:5][CH:4]=1)#[N:2].C(O)(C(F)(F)F)=O. The catalyst is C(Cl)Cl. The product is [C:1]([C:3]1[CH:4]=[CH:5][C:6]([N:9]2[CH2:14][CH2:13][CH2:12][C@H:11]([NH:15][C@@H:16]3[CH2:21][CH2:20][CH2:19][CH2:18][C@H:17]3[NH:22][C:23]3[CH:28]=[C:27](/[CH:29]=[CH:30]\[C:31]([OH:33])=[O:32])[CH:26]=[CH:25][N:24]=3)[CH2:10]2)=[CH:7][CH:8]=1)#[N:2]. The yield is 0.820. (5) The reactants are [F:1][C:2]1[CH:3]=[C:4]([NH:17][C:18](=[O:23])[CH2:19][C:20](=O)[CH3:21])[CH:5]=[CH:6][C:7]=1[NH:8][CH2:9][CH2:10][CH2:11][CH:12]1[CH2:16][CH2:15][CH2:14][O:13]1.[C:24]([NH2:27])(=O)[CH3:25].C1(C)C(C)=CC=CC=1.[NH4+].[Cl-]. The catalyst is C([O-])(C)C.C([O-])(C)C.C([O-])(C)C.C([O-])(C)C.[Ti+4].C1(C)C=CC=CC=1. The product is [F:1][C:2]1[CH:3]=[C:4]([N:17]2[C:18](=[O:23])[CH:19]=[C:20]([CH3:21])[N:27]=[C:24]2[CH3:25])[CH:5]=[CH:6][C:7]=1[NH:8][CH2:9][CH2:10][CH2:11][CH:12]1[CH2:16][CH2:15][CH2:14][O:13]1. The yield is 0.290. (6) The reactants are [CH3:1][C:2]1[N:19]([S:20]([C:23]2[CH:29]=[CH:28][C:26]([CH3:27])=[CH:25][CH:24]=2)(=[O:22])=[O:21])[C:5]2=[N:6][CH:7]=[C:8]([NH:10][NH:11]C(OC(C)(C)C)=O)[N:9]=[C:4]2[CH:3]=1.Cl. The catalyst is O1CCOCC1. The product is [NH:10]([C:8]1[N:9]=[C:4]2[CH:3]=[C:2]([CH3:1])[N:19]([S:20]([C:23]3[CH:29]=[CH:28][C:26]([CH3:27])=[CH:25][CH:24]=3)(=[O:21])=[O:22])[C:5]2=[N:6][CH:7]=1)[NH2:11]. The yield is 0.730. (7) The reactants are C[Si]([N-][Si](C)(C)C)(C)C.[Li+].[N:11]1[CH:16]=[CH:15][C:14]([CH3:17])=[CH:13][CH:12]=1.[O:18]1[CH:22]=[CH:21][CH:20]=[C:19]1[C:23](OCC)=[O:24].CCCCCC. The catalyst is O1CCCC1. The product is [O:18]1[CH:22]=[CH:21][CH:20]=[C:19]1[C:23](=[O:24])[CH2:17][C:14]1[CH:15]=[CH:16][N:11]=[CH:12][CH:13]=1. The yield is 0.700. (8) The reactants are [C:1]([O:5][C:6]([N:8]1[CH2:12][CH2:11][CH2:10][CH:9]1[C:13]1[NH:14][C:15]([C:18]2[CH:23]=[CH:22][C:21]([C:24]3[C:33]4[C:28](=[C:29](OS(C(F)(F)F)(=O)=O)[CH:30]=[CH:31][CH:32]=4)[CH:27]=[CH:26][CH:25]=3)=[CH:20][CH:19]=2)=[CH:16][N:17]=1)=[O:7])([CH3:4])([CH3:3])[CH3:2].[B:42]1([B:42]2[O:46][C:45]([CH3:48])([CH3:47])[C:44]([CH3:50])([CH3:49])[O:43]2)[O:46][C:45]([CH3:48])([CH3:47])[C:44]([CH3:50])([CH3:49])[O:43]1.C([O-])(=O)C.[K+]. The catalyst is O1CCOCC1.C(OCC)(=O)C.C1C=CC(P(C2C=CC=CC=2)[C-]2C=CC=C2)=CC=1.C1C=CC(P(C2C=CC=CC=2)[C-]2C=CC=C2)=CC=1.Cl[Pd]Cl.[Fe+2]. The product is [C:1]([O:5][C:6]([N:8]1[CH2:12][CH2:11][CH2:10][CH:9]1[C:13]1[NH:14][C:15]([C:18]2[CH:23]=[CH:22][C:21]([C:24]3[C:33]4[C:28](=[C:29]([B:42]5[O:46][C:45]([CH3:48])([CH3:47])[C:44]([CH3:50])([CH3:49])[O:43]5)[CH:30]=[CH:31][CH:32]=4)[CH:27]=[CH:26][CH:25]=3)=[CH:20][CH:19]=2)=[CH:16][N:17]=1)=[O:7])([CH3:3])([CH3:2])[CH3:4]. The yield is 1.00. (9) The reactants are C([C:4]1[CH:16]=[CH:15][C:7]([O:8][CH2:9][C:10]([O:12][CH2:13][CH3:14])=[O:11])=[C:6]([CH3:17])[CH:5]=1)(=O)C.C1C=C(Cl)C=[C:20]([C:25]([O:27]O)=[O:26])C=1. The catalyst is ClCCl. The product is [C:25]([O:27][C:4]1[CH:16]=[CH:15][C:7]([O:8][CH2:9][C:10]([O:12][CH2:13][CH3:14])=[O:11])=[C:6]([CH3:17])[CH:5]=1)(=[O:26])[CH3:20]. The yield is 0.720.